From a dataset of Full USPTO retrosynthesis dataset with 1.9M reactions from patents (1976-2016). Predict the reactants needed to synthesize the given product. (1) Given the product [C:11]([OH:19])(=[O:16])[CH:10]=[CH2:2].[C:11]([O:16][CH2:17][CH3:18])(=[O:19])[CH:10]=[CH2:2], predict the reactants needed to synthesize it. The reactants are: [Na].[C:2]([CH2:10][C:11]([O:19]C1C=CC=CC=1)([O:16][CH2:17][CH3:18])S([O-])(=O)=O)(CC(C)(C)C)(C)C.[Na+].FF.N#CN. (2) Given the product [CH:11]([N:8]1[C:6]2=[N:7][C:2]([C:31]3[CH:30]=[C:29]([OH:42])[CH:28]=[C:27]([O:26][CH3:25])[CH:32]=3)=[N:3][C:4]([N:14]3[CH2:19][CH2:18][O:17][CH2:16][CH2:15]3)=[C:5]2[CH:10]=[N:9]1)([CH3:13])[CH3:12], predict the reactants needed to synthesize it. The reactants are: Cl[C:2]1[N:7]=[C:6]2[N:8]([CH:11]([CH3:13])[CH3:12])[N:9]=[CH:10][C:5]2=[C:4]([N:14]2[CH2:19][CH2:18][O:17][CH2:16][CH2:15]2)[N:3]=1.C([O-])(O)=O.[Na+].[CH3:25][O:26][C:27]1[CH:28]=[C:29]([OH:42])[CH:30]=[C:31](B2OC(C)(C)C(C)(C)O2)[CH:32]=1. (3) Given the product [F:22][C:20]1[CH:21]=[C:16]([C:3]2[N:4]3[N:5]=[CH:6][CH:7]=[CH:8][C:9]3=[N:1][C:2]=2[C:10]([O:12][CH2:13][CH3:14])=[O:11])[CH:17]=[C:18]([F:25])[C:19]=1[O:23][CH3:24], predict the reactants needed to synthesize it. The reactants are: [N:1]1[C:2]([C:10]([O:12][CH2:13][CH3:14])=[O:11])=[CH:3][N:4]2[C:9]=1[CH:8]=[CH:7][CH:6]=[N:5]2.Br[C:16]1[CH:17]=[C:18]([F:25])[C:19]([O:23][CH3:24])=[C:20]([F:22])[CH:21]=1.C(=O)([O-])[O-].[K+].[K+].O. (4) Given the product [NH2:10][CH2:2][Si:3]([O:8][CH3:9])([O:6][CH3:7])[O:4][CH3:5], predict the reactants needed to synthesize it. The reactants are: Cl[CH2:2][Si:3]([O:8][CH3:9])([O:6][CH3:7])[O:4][CH3:5].[NH3:10]. (5) Given the product [NH2:1][C:2]1[N:10]=[C:9]2[C:5]([N:6]=[CH:7][N:8]2[CH:11]2[O:12][CH:13]([CH:25]=[CH:26][P:27](=[O:28])([OH:30])[OH:29])[CH2:14][CH:15]2[OH:16])=[C:4]([NH:33][CH3:32])[N:3]=1, predict the reactants needed to synthesize it. The reactants are: [NH2:1][C:2]1[N:10]=[C:9]2[C:5]([N:6]=[CH:7][N:8]2[CH:11]2[CH:15]([O:16]C(=O)C3C=CC=CC=3)[CH2:14][CH:13]([CH:25]=[CH:26][P:27]([OH:30])([OH:29])=[O:28])[O:12]2)=[C:4](Br)[N:3]=1.[CH3:32][NH2:33]. (6) Given the product [CH2:2]([C:4]1[CH:9]=[N:8][C:7]([C:10]2[CH:11]=[CH:12][C:13]([CH2:16][CH2:17][CH2:18][O:19][C:20]3[CH:21]=[C:22]4[C:27](=[CH:28][CH:29]=3)[CH2:26][N:25]([S:40]([CH:39]=[CH2:38])(=[O:42])=[O:41])[CH2:24][CH2:23]4)=[CH:14][CH:15]=2)=[N:6][CH:5]=1)[CH3:3], predict the reactants needed to synthesize it. The reactants are: Cl.[CH2:2]([C:4]1[CH:5]=[N:6][C:7]([C:10]2[CH:15]=[CH:14][C:13]([CH2:16][CH2:17][CH2:18][O:19][C:20]3[CH:21]=[C:22]4[C:27](=[CH:28][CH:29]=3)[CH2:26][NH:25][CH2:24][CH2:23]4)=[CH:12][CH:11]=2)=[N:8][CH:9]=1)[CH3:3].CCN(CC)CC.Cl[CH2:38][CH2:39][S:40](Cl)(=[O:42])=[O:41].O.